Dataset: Retrosynthesis with 50K atom-mapped reactions and 10 reaction types from USPTO. Task: Predict the reactants needed to synthesize the given product. Given the product CCOC(=O)C1CCCN(C(=O)OCc2ccccc2)C1, predict the reactants needed to synthesize it. The reactants are: CCOC(=O)C1CCCNC1.O=C(Cl)OCc1ccccc1.